Dataset: Forward reaction prediction with 1.9M reactions from USPTO patents (1976-2016). Task: Predict the product of the given reaction. (1) Given the reactants C([O:8][C:9]1[CH:10]=[C:11]2[C:17]([C:18]([NH:20][CH3:21])=[O:19])=[C:16]([C:22]3[CH:27]=[CH:26][C:25]([F:28])=[CH:24][CH:23]=3)[O:15][C:12]2=[CH:13][N:14]=1)C1C=CC=CC=1, predict the reaction product. The product is: [F:28][C:25]1[CH:24]=[CH:23][C:22]([C:16]2[O:15][C:12]3=[CH:13][N:14]=[C:9]([OH:8])[CH:10]=[C:11]3[C:17]=2[C:18]([NH:20][CH3:21])=[O:19])=[CH:27][CH:26]=1. (2) Given the reactants [F:1][C:2]([F:13])([C:9]([F:12])([F:11])[F:10])[C:3]([F:8])([F:7])[C:4](Cl)=[O:5].N1C=CC=CC=1.[CH:20]([O:22][CH2:23][CH2:24][CH2:25][CH3:26])=[CH2:21].O, predict the reaction product. The product is: [CH2:23]([O:22][CH:20]=[CH:21][C:4](=[O:5])[C:3]([F:8])([F:7])[C:2]([F:13])([F:1])[C:9]([F:12])([F:11])[F:10])[CH2:24][CH2:25][CH3:26]. (3) Given the reactants [C:1]([C:3]1[C:4]([NH:17][CH2:18][CH2:19][CH3:20])=[N:5][C:6]([NH:9][C:10]2[CH:15]=[CH:14][CH:13]=[C:12]([F:16])[CH:11]=2)=[N:7][CH:8]=1)#[CH:2].[C:21]([Si:25]([CH3:34])([CH3:33])[O:26][CH2:27][CH2:28][CH2:29][N+:30]([O-])=[O:31])([CH3:24])([CH3:23])[CH3:22].C1(N=C=O)C=CC=CC=1.C(N(CC)CC)C, predict the reaction product. The product is: [Si:25]([O:26][CH2:27][CH2:28][C:29]1[CH:2]=[C:1]([C:3]2[C:4]([NH:17][CH2:18][CH2:19][CH3:20])=[N:5][C:6]([NH:9][C:10]3[CH:15]=[CH:14][CH:13]=[C:12]([F:16])[CH:11]=3)=[N:7][CH:8]=2)[O:31][N:30]=1)([C:21]([CH3:24])([CH3:23])[CH3:22])([CH3:34])[CH3:33]. (4) Given the reactants [CH3:1][C:2]1([CH3:29])[O:6][C@@H:5]2[O:7][C@H:8]([CH2:10][O:11][Si](C(C)(C)C)(C3C=CC=CC=3)C3C=CC=CC=3)[CH2:9][C@@H:4]2[O:3]1.CCCC[N+](CCCC)(CCCC)CCCC.[F-], predict the reaction product. The product is: [CH3:1][C:2]1([CH3:29])[O:6][C@@H:5]2[O:7][C@H:8]([CH2:10][OH:11])[CH2:9][C@@H:4]2[O:3]1. (5) Given the reactants [CH3:1][O:2][C:3](=[O:25])[C@H:4]1[CH2:8][CH:7]([O:9][Si:10]([C:13]([CH3:16])([CH3:15])[CH3:14])([CH3:12])[CH3:11])[C:6](=[O:17])[N:5]1[C:18]([O:20][C:21]([CH3:24])([CH3:23])[CH3:22])=[O:19].C[Si](C)(C)N[Si](C)(C)C.[Li].[C:36]([O:40][C:41]([N:43]1[C:51]2[C:46](=[CH:47][CH:48]=[CH:49][CH:50]=2)[C:45]([CH2:52]Br)=[CH:44]1)=[O:42])([CH3:39])([CH3:38])[CH3:37].[Cl-].[NH4+], predict the reaction product. The product is: [CH3:1][O:2][C:3](=[O:25])[C@H:4]1[CH2:8][C@:7]([O:9][Si:10]([C:13]([CH3:16])([CH3:14])[CH3:15])([CH3:12])[CH3:11])([CH2:52][C:45]2[C:46]3[C:51](=[CH:50][CH:49]=[CH:48][CH:47]=3)[N:43]([C:41]([O:40][C:36]([CH3:39])([CH3:38])[CH3:37])=[O:42])[CH:44]=2)[C:6](=[O:17])[N:5]1[C:18]([O:20][C:21]([CH3:24])([CH3:23])[CH3:22])=[O:19].